From a dataset of Reaction yield outcomes from USPTO patents with 853,638 reactions. Predict the reaction yield, written as a fraction of the theoretical maximum amount of product (1.0 means a 100% yield; for example, 0.34 means a 34% yield). (1) The yield is 0.570. The product is [C:15]1([N:1]2[CH2:5][CH2:4][CH2:3][CH2:2]2)[CH:20]=[CH:19][CH:18]=[CH:17][CH:16]=1. The reactants are [NH:1]1[CH2:5][CH2:4][CH2:3][CH2:2]1.N1CCC[C@H]1C(O)=O.I[C:15]1[CH:20]=[CH:19][CH:18]=[CH:17][CH:16]=1. The catalyst is [Cu]I.CS(C)=O. (2) The reactants are Br[C:2]1[CH:9]=[CH:8][C:5]([CH2:6][OH:7])=[CH:4][C:3]=1[CH3:10].[C:11]([C:13]1[CH:18]=[CH:17][CH:16]=[CH:15][C:14]=1OB(O)O)#[N:12].ClCCl.C(=O)([O-])[O-].[Na+].[Na+]. The catalyst is [Br-].C([N+](CCCC)(CCCC)CCCC)CCC.C1C=CC(P(C2C=CC=CC=2)[C-]2C=CC=C2)=CC=1.C1C=CC(P(C2C=CC=CC=2)[C-]2C=CC=C2)=CC=1.Cl[Pd]Cl.[Fe+2].C1(C)C=CC=CC=1. The product is [OH:7][CH2:6][C:5]1[CH:8]=[CH:9][C:2]([C:14]2[C:13]([C:11]#[N:12])=[CH:18][CH:17]=[CH:16][CH:15]=2)=[C:3]([CH3:10])[CH:4]=1. The yield is 0.240. (3) The reactants are [H-].[Na+].[Br:3][C:4]1[CH:9]=[CH:8][N:7]=[C:6]2[NH:10][CH:11]=[CH:12][C:5]=12.Cl[Si:14]([CH:21]([CH3:23])[CH3:22])([CH:18]([CH3:20])[CH3:19])[CH:15]([CH3:17])[CH3:16]. The catalyst is C1COCC1. The product is [Br:3][C:4]1[CH:9]=[CH:8][N:7]=[C:6]2[N:10]([Si:14]([CH:21]([CH3:23])[CH3:22])([CH:18]([CH3:20])[CH3:19])[CH:15]([CH3:17])[CH3:16])[CH:11]=[CH:12][C:5]=12. The yield is 0.840. (4) The reactants are [CH3:1][N:2]1[C:10]2N=CN(C)[C:6]=2[C:5](=[O:12])[N:4]([C:13]2[CH:27]=[CH:26][C:16]([CH2:17][C@@H:18]([C:20]([O:22][CH:23]([CH3:25])[CH3:24])=[O:21])[NH2:19])=[CH:15][CH:14]=2)[C:3]1=[O:28].[CH:29]1([NH:32][C:33]([C:35]2[CH:40]=[CH:39][C:38]([S:41]([NH:44][C:45]3[CH:53]=[C:52]([F:54])[C:48]([C:49]([OH:51])=O)=[C:47]([F:55])[CH:46]=3)(=[O:43])=[O:42])=[CH:37][CH:36]=2)=[O:34])[CH2:31][CH2:30]1.CN([C:59]([O:63]N1N=NC2C=CC=NC1=2)=[N+](C)C)C.F[P-](F)(F)(F)(F)F.[CH:80]1C=N[C:83]2N(O)N=N[C:82]=2[CH:81]=1.C(N(CC)CC)C. The catalyst is C(Cl)Cl. The product is [CH:29]1([NH:32][C:33]([C:35]2[CH:40]=[CH:39][C:38]([S:41]([NH:44][C:45]3[CH:53]=[C:52]([F:54])[C:48]([C:49]([NH:19][C@H:18]([C:20]([O:22][CH:23]([CH3:25])[CH3:24])=[O:21])[CH2:17][C:16]4[CH:26]=[CH:27][C:13]([N:4]5[C:5](=[O:12])[C:6]6[C:10](=[CH:80][CH:81]=[C:82]([O:63][CH3:59])[CH:83]=6)[N:2]([CH3:1])[C:3]5=[O:28])=[CH:14][CH:15]=4)=[O:51])=[C:47]([F:55])[CH:46]=3)(=[O:43])=[O:42])=[CH:37][CH:36]=2)=[O:34])[CH2:31][CH2:30]1. The yield is 0.150. (5) The reactants are C(O[BH-](OC(=O)C)OC(=O)C)(=O)C.[Na+].[NH2:15][C:16]1[CH:25]=[C:24]2[C:19]([C:20]([CH3:30])([CH3:29])[CH2:21][N:22]([CH2:27][CH3:28])[C:23]2=[O:26])=[CH:18][CH:17]=1.[Cl:31][C:32]1[CH:39]=[CH:38][C:35]([CH:36]=O)=[CH:34][CH:33]=1.C(O)(=O)C. The catalyst is ClCCl. The product is [Cl:31][C:32]1[CH:39]=[CH:38][C:35]([CH2:36][NH:15][C:16]2[CH:25]=[C:24]3[C:19]([C:20]([CH3:29])([CH3:30])[CH2:21][N:22]([CH2:27][CH3:28])[C:23]3=[O:26])=[CH:18][CH:17]=2)=[CH:34][CH:33]=1. The yield is 0.320. (6) The product is [C:15]([O:14][C:12]([NH:11][C:4]([C:3]([O:2][CH3:1])=[O:19])=[CH:37][C:36]1[CH:35]=[N+:34]([O-:39])[CH:33]=[CH:32][C:31]=1[N+:28]([O-:30])=[O:29])=[O:13])([CH3:16])([CH3:17])[CH3:18]. The yield is 0.640. The reactants are [CH3:1][O:2][C:3](=[O:19])[CH:4]([NH:11][C:12]([O:14][C:15]([CH3:18])([CH3:17])[CH3:16])=[O:13])P(OC)(OC)=O.CN(C)C(=N)N(C)C.[N+:28]([C:31]1[C:36]([CH:37]=O)=[CH:35][N+:34]([O-:39])=[CH:33][CH:32]=1)([O-:30])=[O:29].O. The catalyst is C1COCC1. (7) The reactants are [CH:1]1([C:7]2[CH:24]=[CH:23][C:10]([O:11][C:12]3[C:17]([CH3:18])=[CH:16][C:15]([N+:19]([O-])=O)=[C:14]([CH3:22])[CH:13]=3)=[CH:9][CH:8]=2)[CH2:6][CH2:5][CH2:4][CH2:3][CH2:2]1.O.O.[Sn](Cl)Cl.C([O-])(O)=O.[Na+]. The catalyst is O1CCOCC1.Cl. The product is [CH:1]1([C:7]2[CH:24]=[CH:23][C:10]([O:11][C:12]3[C:17]([CH3:18])=[CH:16][C:15]([NH2:19])=[C:14]([CH3:22])[CH:13]=3)=[CH:9][CH:8]=2)[CH2:2][CH2:3][CH2:4][CH2:5][CH2:6]1. The yield is 0.615. (8) The reactants are [F:1][C:2]([F:36])([F:35])[C:3]1[CH:4]=[C:5]([C:13]([CH3:34])([CH3:33])[C:14]([N:16]([C:18]2[CH:19]=[N:20][C:21](Cl)=[CH:22][C:23]=2[C:24]2[CH:29]=[CH:28][C:27]([F:30])=[CH:26][C:25]=2[CH3:31])[CH3:17])=[O:15])[CH:6]=[C:7]([C:9]([F:12])([F:11])[F:10])[CH:8]=1.C(=O)([O-])[O-].[K+].[K+].Cl.FC(F)(F)C([NH:48][C@@H:49]1[CH2:53][CH2:52][NH:51][CH2:50]1)=O. The catalyst is CS(C)=O.COC(C)(C)C. The product is [NH2:48][C@@H:49]1[CH2:53][CH2:52][N:51]([C:21]2[N:20]=[CH:19][C:18]([N:16]([CH3:17])[C:14](=[O:15])[C:13]([C:5]3[CH:4]=[C:3]([C:2]([F:36])([F:35])[F:1])[CH:8]=[C:7]([C:9]([F:12])([F:11])[F:10])[CH:6]=3)([CH3:34])[CH3:33])=[C:23]([C:24]3[CH:29]=[CH:28][C:27]([F:30])=[CH:26][C:25]=3[CH3:31])[CH:22]=2)[CH2:50]1. The yield is 0.650. (9) The reactants are [NH2:1][C:2]1[CH:7]=[CH:6][C:5]([C:8]2[CH:13]=[CH:12][C:11]([C:14](=[O:30])[CH2:15][CH:16]([CH2:22][CH2:23][C:24]3[CH:29]=[CH:28][CH:27]=[CH:26][CH:25]=3)[C:17]([O:19]CC)=[O:18])=[CH:10][CH:9]=2)=[CH:4][CH:3]=1.Cl[C:32]1[O:33][C:34]2[CH:40]=[CH:39][CH:38]=[CH:37][C:35]=2[N:36]=1.[OH-].[Na+]. The catalyst is C1(C)C=CC=CC=1. The product is [O:33]1[C:34]2[CH:40]=[CH:39][CH:38]=[CH:37][C:35]=2[N:36]=[C:32]1[NH:1][C:2]1[CH:7]=[CH:6][C:5]([C:8]2[CH:9]=[CH:10][C:11]([C:14](=[O:30])[CH2:15][CH:16]([CH2:22][CH2:23][C:24]3[CH:25]=[CH:26][CH:27]=[CH:28][CH:29]=3)[C:17]([OH:19])=[O:18])=[CH:12][CH:13]=2)=[CH:4][CH:3]=1. The yield is 0.330.